This data is from Full USPTO retrosynthesis dataset with 1.9M reactions from patents (1976-2016). The task is: Predict the reactants needed to synthesize the given product. (1) Given the product [OH:41][CH2:40][CH2:39][O:38][CH2:37][CH2:36][O:35][CH2:34][CH2:33][O:32][CH2:31][CH2:30][O:29][CH2:26][C:27]#[C:28][C:2]1[CH:23]=[C:22]([CH3:24])[C:5]([O:6][C:7]2[CH:12]=[CH:11][N:10]=[C:9]([NH:13][C:14]3[CH:21]=[CH:20][C:17]([C:18]#[N:19])=[CH:16][CH:15]=3)[N:8]=2)=[C:4]([CH3:25])[CH:3]=1, predict the reactants needed to synthesize it. The reactants are: I[C:2]1[CH:23]=[C:22]([CH3:24])[C:5]([O:6][C:7]2[CH:12]=[CH:11][N:10]=[C:9]([NH:13][C:14]3[CH:21]=[CH:20][C:17]([C:18]#[N:19])=[CH:16][CH:15]=3)[N:8]=2)=[C:4]([CH3:25])[CH:3]=1.[CH2:26]([O:29][CH2:30][CH2:31][O:32][CH2:33][CH2:34][O:35][CH2:36][CH2:37][O:38][CH2:39][CH2:40][OH:41])[C:27]#[CH:28].C(N(CC)CC)C. (2) The reactants are: [C:1]([O:5][C:6]([NH:8][CH2:9][CH2:10][N:11]([CH2:26][C:27]([O:29][CH2:30][CH3:31])=[O:28])[C:12](=[O:25])[CH2:13][N:14]1[CH:22]=[N:21][C:20]2[C:15]1=[N:16][C:17]([NH2:24])=[N:18][C:19]=2[NH2:23])=[O:7])([CH3:4])([CH3:3])[CH3:2].C(N(CC)CC)C.[CH2:39]([O:46][C:47](=[O:53])[NH:48][CH2:49][CH2:50][CH2:51]Br)[C:40]1[CH:45]=[CH:44][CH:43]=[CH:42][CH:41]=1. Given the product [NH2:24][C:17]1[N:16]=[C:15]2[C:20]([N:21]=[CH:22][N:14]2[CH2:13][C:12]([N:11]([CH2:26][C:27]([O:29][CH2:30][CH3:31])=[O:28])[CH2:10][CH2:9][NH:8][C:6]([O:5][C:1]([CH3:4])([CH3:3])[CH3:2])=[O:7])=[O:25])=[C:19]([NH:23][CH2:51][CH2:50][CH2:49][NH:48][C:47]([O:46][CH2:39][C:40]2[CH:41]=[CH:42][CH:43]=[CH:44][CH:45]=2)=[O:53])[N:18]=1, predict the reactants needed to synthesize it. (3) Given the product [F:1][C:2]1[CH:7]=[CH:6][C:5]([F:8])=[CH:4][C:3]=1[C:9]1[CH2:13][N:12]([C:14]([N:16]([C@H:18]2[CH2:23][CH2:22][N+:21]([CH3:24])([O-:42])[CH2:20][C@H:19]2[F:25])[CH3:17])=[O:15])[C@:11]([CH2:32][OH:33])([C:26]2[CH:27]=[CH:28][CH:29]=[CH:30][CH:31]=2)[CH:10]=1, predict the reactants needed to synthesize it. The reactants are: [F:1][C:2]1[CH:7]=[CH:6][C:5]([F:8])=[CH:4][C:3]=1[C:9]1[CH2:13][N:12]([C:14]([N:16]([C@H:18]2[CH2:23][CH2:22][N:21]([CH3:24])[CH2:20][C@H:19]2[F:25])[CH3:17])=[O:15])[C@:11]([CH2:32][OH:33])([C:26]2[CH:31]=[CH:30][CH:29]=[CH:28][CH:27]=2)[CH:10]=1.C1C=C(Cl)C=C(C(OO)=[O:42])C=1. (4) Given the product [NH2:1][C:2]1[NH:3][C:4](=[O:20])[C:5]2[N:6]=[CH:7][N:8]([C@H:11]3[C@H:15]([OH:16])[C@H:14]([OH:17])[C@@H:13]([CH2:18][N:21]=[N+:22]=[N-:23])[O:12]3)[C:9]=2[N:10]=1, predict the reactants needed to synthesize it. The reactants are: [NH2:1][C:2]1[NH:3][C:4](=[O:20])[C:5]2[N:6]=[CH:7][N:8]([C@H:11]3[C@H:15]([OH:16])[C@H:14]([OH:17])[C@@H:13]([CH2:18]I)[O:12]3)[C:9]=2[N:10]=1.[N-:21]=[N+:22]=[N-:23].[Na+].